The task is: Regression/Classification. Given a drug SMILES string, predict its absorption, distribution, metabolism, or excretion properties. Task type varies by dataset: regression for continuous measurements (e.g., permeability, clearance, half-life) or binary classification for categorical outcomes (e.g., BBB penetration, CYP inhibition). For this dataset (b3db_regression), we predict Y.. This data is from Blood-brain barrier permeability regression values from the B3DB database. (1) The drug is C[C@H]1[C@@H](C2=C(N1C(=O)C3=CC=C(C=C3)Cl)C=CC(=C2)OC)CC(=O)O. The Y is -1.26 log(BB ratio). (2) The drug is CC1=C(SC(=N1)N(C2=CC(=C(C=C2)OC)CNC3CCCNC3C4=CC=CC=C4)S(=O)(=O)C)C. The Y is -0.370 log(BB ratio). (3) The Y is -1.11 log(BB ratio). The molecule is CCN1CCCC1CNC(=O)C2=C(C=CC(=C2)S(=O)(=O)N)OC. (4) The compound is C1=CC(=CC(=C1)N)C2=CSC(=N2)N=C(N)N. The Y is -1.15 log(BB ratio). (5) The compound is C(C(F)Br)C(F)(F)F. The Y is 0.270 log(BB ratio). (6) The molecule is C1=CC=C(C=C1)CCNCCC#N. The Y is 0.420 log(BB ratio). (7) The drug is CC1CCN(CC1)CCCN2C3=CC=CC=C3SC4=C2C=C(C=C4)C(F)(F)F. The Y is 1.44 log(BB ratio). (8) The molecule is C[NH+](C)CCCN1C2=CC=CC=C2SC3=C1C=C(C=C3)Cl. The Y is 1.06 log(BB ratio).